This data is from Catalyst prediction with 721,799 reactions and 888 catalyst types from USPTO. The task is: Predict which catalyst facilitates the given reaction. (1) Reactant: [CH3:1][O:2][C:3]1[CH:8]=[CH:7][CH:6]=[CH:5][C:4]=1B(O)O.Cl[C:13]1[CH:18]=[CH:17][C:16]([C:19]2[C:28]3[C:23](=[CH:24][C:25]([S:29]([NH:32][C:33]4[CH:38]=[CH:37][N:36]=[CH:35][N:34]=4)(=[O:31])=[O:30])=[CH:26][CH:27]=3)[CH:22]=[CH:21][N:20]=2)=[C:15]([O:39][CH3:40])[CH:14]=1.P([O-])([O-])([O-])=O.[K+].[K+].[K+].Cl. Product: [CH3:1][O:2][C:3]1[CH:8]=[CH:7][CH:6]=[CH:5][C:4]=1[C:13]1[CH:18]=[CH:17][C:16]([C:19]2[C:28]3[C:23](=[CH:24][C:25]([S:29]([NH:32][C:33]4[CH:38]=[CH:37][N:36]=[CH:35][N:34]=4)(=[O:30])=[O:31])=[CH:26][CH:27]=3)[CH:22]=[CH:21][N:20]=2)=[C:15]([O:39][CH3:40])[CH:14]=1. The catalyst class is: 127. (2) Reactant: [CH:1]1([N:7]2[CH2:11][CH2:10][CH:9]([CH2:12][C:13]3[C:18]([Cl:19])=[CH:17][C:16]([C:20]4[CH:25]=[CH:24][C:23]([C:26]([N:28]5[CH2:33][CH2:32][NH:31][CH2:30][CH2:29]5)=[O:27])=[CH:22][CH:21]=4)=[CH:15][C:14]=3[Cl:34])[C:8]2=[O:35])[CH2:6][CH2:5][CH2:4][CH2:3][CH2:2]1.[OH-].[Na+].[C:38](Cl)(=[O:40])[CH3:39]. Product: [C:38]([N:31]1[CH2:30][CH2:29][N:28]([C:26]([C:23]2[CH:22]=[CH:21][C:20]([C:16]3[CH:15]=[C:14]([Cl:34])[C:13]([CH2:12][CH:9]4[CH2:10][CH2:11][N:7]([CH:1]5[CH2:6][CH2:5][CH2:4][CH2:3][CH2:2]5)[C:8]4=[O:35])=[C:18]([Cl:19])[CH:17]=3)=[CH:25][CH:24]=2)=[O:27])[CH2:33][CH2:32]1)(=[O:40])[CH3:39]. The catalyst class is: 4. (3) Reactant: [CH3:1][C@H:2]1[CH2:6][CH2:5][NH:4][C@@H:3]1[C:7]([OH:9])=[O:8].[OH-].[Na+].[C:12](O[C:12]([O:14][C:15]([CH3:18])([CH3:17])[CH3:16])=[O:13])([O:14][C:15]([CH3:18])([CH3:17])[CH3:16])=[O:13].Cl. Product: [C:15]([O:14][C:12]([N:4]1[CH2:5][CH2:6][C@H:2]([CH3:1])[C@H:3]1[C:7]([OH:9])=[O:8])=[O:13])([CH3:18])([CH3:17])[CH3:16]. The catalyst class is: 7. (4) Reactant: [I:1][C:2]1[CH:3]=[C:4]2[C:8](=[CH:9][CH:10]=1)[NH:7][C:6](=[O:11])[C:5]2=O.[Cl:13][C:14]1[CH:19]=[CH:18][C:17]([S:20]([NH:23][NH2:24])(=[O:22])=[O:21])=[CH:16][C:15]=1[N+:25]([O-:27])=[O:26]. Product: [Cl:13][C:14]1[CH:19]=[CH:18][C:17]([S:20]([NH:23][N:24]=[C:5]2[C:4]3[C:8](=[CH:9][CH:10]=[C:2]([I:1])[CH:3]=3)[NH:7][C:6]2=[O:11])(=[O:22])=[O:21])=[CH:16][C:15]=1[N+:25]([O-:27])=[O:26]. The catalyst class is: 15.